Task: Predict the reaction yield, written as a fraction of the theoretical maximum amount of product (1.0 means a 100% yield; for example, 0.34 means a 34% yield).. Dataset: Reaction yield outcomes from USPTO patents with 853,638 reactions (1) The reactants are [F:1][C:2]1[CH:10]=[CH:9][C:5]([CH2:6][NH:7][CH3:8])=[CH:4][CH:3]=1.[O-]S(C(F)(F)F)(=O)=O.[N:19]1([S:24](N2C=C[N+](C)=C2)(=[O:26])=[O:25])[CH:23]=[CH:22][N:21]=[CH:20]1. The catalyst is C(#N)C. The product is [F:1][C:2]1[CH:10]=[CH:9][C:5]([CH2:6][N:7]([CH3:8])[S:24]([N:19]2[CH:23]=[CH:22][N:21]=[CH:20]2)(=[O:26])=[O:25])=[CH:4][CH:3]=1. The yield is 0.400. (2) The product is [O:12]1[CH2:13][CH2:14][CH2:15][CH2:16][CH:11]1[N:7]1[C:8]2[C:4](=[CH:3][C:2]([C:47]([C:49]([F:52])([F:51])[F:50])=[CH2:48])=[CH:10][CH:9]=2)[C:5]([C:17]2[N:22]=[C:21]([O:23][C@H:24]3[CH2:31][N:30]([C:32]([O:34][C:35]([CH3:37])([CH3:38])[CH3:36])=[O:33])[CH2:29][CH2:28][C:25]43[CH2:26][CH2:27]4)[CH:20]=[N:19][CH:18]=2)=[N:6]1. The reactants are Br[C:2]1[CH:3]=[C:4]2[C:8](=[CH:9][CH:10]=1)[N:7]([CH:11]1[CH2:16][CH2:15][CH2:14][CH2:13][O:12]1)[N:6]=[C:5]2[C:17]1[N:22]=[C:21]([O:23][C@H:24]2[CH2:31][N:30]([C:32]([O:34][C:35]([CH3:38])([CH3:37])[CH3:36])=[O:33])[CH2:29][CH2:28][C:25]32[CH2:27][CH2:26]3)[CH:20]=[N:19][CH:18]=1.CC1(C)CC(C)OB([C:47]([C:49]([F:52])([F:51])[F:50])=[CH2:48])O1.C1(P(C2CCCCC2)C2C=CC=CC=2C2C(C(C)C)=CC(C(C)C)=CC=2C(C)C)CCCCC1.P([O-])([O-])([O-])=O.[K+].[K+].[K+]. The yield is 0.910. The catalyst is O1CCOCC1.O.C1C=CC(/C=C/C(/C=C/C2C=CC=CC=2)=O)=CC=1.C1C=CC(/C=C/C(/C=C/C2C=CC=CC=2)=O)=CC=1.C1C=CC(/C=C/C(/C=C/C2C=CC=CC=2)=O)=CC=1.[Pd].[Pd].